Dataset: Reaction yield outcomes from USPTO patents with 853,638 reactions. Task: Predict the reaction yield, written as a fraction of the theoretical maximum amount of product (1.0 means a 100% yield; for example, 0.34 means a 34% yield). (1) The product is [F:1][C@H:2]1[C@@:7]([CH3:9])([OH:8])[CH2:6][CH2:5][N:4]([C:10]2[N:15]=[C:14]([NH:16][C:17]3[N:22]=[CH:21][C:20]4[N:23]=[C:24]([C@H:32]([OH:34])[CH3:33])[N:25]([C@@H:26]([CH3:31])[C:27]([F:30])([F:29])[F:28])[C:19]=4[CH:18]=3)[CH:13]=[CH:12][N:11]=2)[CH2:3]1. The catalyst is ClCCl. The yield is 0.500. The reactants are [F:1][C@H:2]1[C@@:7]([CH3:9])([OH:8])[CH2:6][CH2:5][N:4]([C:10]2[N:15]=[C:14]([NH:16][C:17]3[N:22]=[CH:21][C:20]4[N:23]=[C:24]([C@H:32]([O:34]C5CCCCO5)[CH3:33])[N:25]([C@@H:26]([CH3:31])[C:27]([F:30])([F:29])[F:28])[C:19]=4[CH:18]=3)[CH:13]=[CH:12][N:11]=2)[CH2:3]1.FC(F)(F)C(O)=O.C1(C)C=CC=CC=1. (2) The reactants are [CH:1]1([C:7]2[CH:8]=[C:9]([CH:13]=[C:14]([CH2:33][C:34]([N:36]3[CH2:41][CH2:40][O:39][CH2:38][CH2:37]3)=[O:35])[C:15]=2[C:16]2[CH:17]=[C:18]3[C:23](=[CH:24][CH:25]=2)[N:22]=[C:21]([C:26]2[S:30][C:29]([CH3:31])=[N:28][C:27]=2[CH3:32])[CH:20]=[CH:19]3)[C:10](O)=[O:11])[CH2:6][CH2:5][CH2:4][CH2:3][CH2:2]1.CN(C(ON1N=NC2C=CC=NC1=2)=[N+](C)C)C.F[P-](F)(F)(F)(F)F.C(N(C(C)C)CC)(C)C.[NH2:75][C:76]1([C:81]([OH:83])=[O:82])[CH2:80][CH2:79][CH2:78][CH2:77]1. The catalyst is CN(C=O)C. The product is [CH:1]1([C:7]2[CH:8]=[C:9]([CH:13]=[C:14]([CH2:33][C:34]([N:36]3[CH2:37][CH2:38][O:39][CH2:40][CH2:41]3)=[O:35])[C:15]=2[C:16]2[CH:17]=[C:18]3[C:23](=[CH:24][CH:25]=2)[N:22]=[C:21]([C:26]2[S:30][C:29]([CH3:31])=[N:28][C:27]=2[CH3:32])[CH:20]=[CH:19]3)[C:10]([NH:75][C:76]2([C:81]([OH:83])=[O:82])[CH2:80][CH2:79][CH2:78][CH2:77]2)=[O:11])[CH2:6][CH2:5][CH2:4][CH2:3][CH2:2]1. The yield is 0.140. (3) The reactants are [Br:1][C:2]1[CH:3]=[C:4]([C:17]([O:19][CH3:20])=[O:18])[C:5]2[C:6]([CH:15]=O)=[CH:7][N:8]([CH:11]([CH2:13][CH3:14])[CH3:12])[C:9]=2[CH:10]=1.O.C1(C)C=CC(S(O)(=O)=O)=CC=1.S1(CCCC1)(=O)=O.C([BH3-])#N.[Na+]. The catalyst is CN(C=O)C.O. The product is [Br:1][C:2]1[CH:3]=[C:4]([C:17]([O:19][CH3:20])=[O:18])[C:5]2[C:6]([CH3:15])=[CH:7][N:8]([CH:11]([CH2:13][CH3:14])[CH3:12])[C:9]=2[CH:10]=1. The yield is 0.546. (4) The reactants are [F:1][C:2]1[CH:3]=[C:4]2[C:8](=[CH:9][CH:10]=1)[NH:7][N:6]=[C:5]2[CH2:11][C:12]([OH:14])=[O:13].[CH2:15](O)[CH3:16]. No catalyst specified. The product is [F:1][C:2]1[CH:3]=[C:4]2[C:8](=[CH:9][CH:10]=1)[NH:7][N:6]=[C:5]2[CH2:11][C:12]([O:14][CH2:15][CH3:16])=[O:13]. The yield is 0.374. (5) The reactants are Cl[CH2:2][CH2:3][O:4][C:5](Cl)=[O:6].[Cl:8][C:9]1[C:10]([F:35])=[C:11]([CH:32]=[CH:33][CH:34]=1)[NH:12][C:13]1[C:22]2[C:17](=[CH:18][C:19]([O:30][CH3:31])=[C:20]([O:23][CH:24]3[CH2:29][CH2:28][NH:27][CH2:26][CH2:25]3)[CH:21]=2)[N:16]=[CH:15][N:14]=1.[CH:36]([N:39]([CH:42]([CH3:44])C)CC)([CH3:38])C. The catalyst is ClCCl. The product is [Cl:8][C:9]1[C:10]([F:35])=[C:11]([CH:32]=[CH:33][CH:34]=1)[NH:12][C:13]1[C:22]2[C:17](=[CH:18][C:19]([O:30][CH3:31])=[C:20]([O:23][CH:24]3[CH2:29][CH2:28][N:27]([C:5]([O:4][CH2:3][CH2:2][N:39]4[CH2:36][CH2:38][CH2:44][CH2:42]4)=[O:6])[CH2:26][CH2:25]3)[CH:21]=2)[N:16]=[CH:15][N:14]=1. The yield is 0.650.